Dataset: Forward reaction prediction with 1.9M reactions from USPTO patents (1976-2016). Task: Predict the product of the given reaction. (1) Given the reactants C([O:3][C:4]([C:6]1([C:9]2[CH:14]=[CH:13][C:12]([C:15]3[CH:20]=[CH:19][C:18]([C:21]4[S:22][C:23]([F:39])=[CH:24][C:25]=4[NH:26][C:27]([O:29][C@@H:30]([C:32]4[CH:37]=[CH:36][CH:35]=[CH:34][C:33]=4[F:38])[CH3:31])=[O:28])=[CH:17][C:16]=3[O:40][CH3:41])=[CH:11][CH:10]=2)[CH2:8][CH2:7]1)=[O:5])C.[OH-].[Na+].Cl, predict the reaction product. The product is: [F:39][C:23]1[S:22][C:21]([C:18]2[CH:19]=[CH:20][C:15]([C:12]3[CH:13]=[CH:14][C:9]([C:6]4([C:4]([OH:5])=[O:3])[CH2:7][CH2:8]4)=[CH:10][CH:11]=3)=[C:16]([O:40][CH3:41])[CH:17]=2)=[C:25]([NH:26][C:27]([O:29][C@@H:30]([C:32]2[CH:37]=[CH:36][CH:35]=[CH:34][C:33]=2[F:38])[CH3:31])=[O:28])[CH:24]=1. (2) Given the reactants [C:1]1([C:7]2[N:8]([C:16]3[CH:24]=[CH:23][C:19]([C:20]([OH:22])=O)=[CH:18][CH:17]=3)[C:9]3[CH2:10][CH2:11][CH2:12][CH2:13][C:14]=3[CH:15]=2)[CH:6]=[CH:5][CH:4]=[CH:3][CH:2]=1.[CH2:25]([N:27]1[CH2:31][CH2:30][CH2:29][CH:28]1[CH2:32][NH2:33])[CH3:26], predict the reaction product. The product is: [CH2:25]([N:27]1[CH2:31][CH2:30][CH2:29][CH:28]1[CH2:32][NH:33][C:20](=[O:22])[C:19]1[CH:18]=[CH:17][C:16]([N:8]2[C:9]3[CH2:10][CH2:11][CH2:12][CH2:13][C:14]=3[CH:15]=[C:7]2[C:1]2[CH:6]=[CH:5][CH:4]=[CH:3][CH:2]=2)=[CH:24][CH:23]=1)[CH3:26]. (3) Given the reactants [Cl:1][C:2]1[CH:3]=[C:4]([C:9]2([C:27]([F:30])([F:29])[F:28])[O:13][N:12]=[C:11]([C:14]3[CH:19]=[CH:18][C:17]([CH:20]([OH:25])[CH2:21][CH:22]([CH3:24])[CH3:23])=[C:16]([CH3:26])[CH:15]=3)[CH2:10]2)[CH:5]=[C:6]([Cl:8])[CH:7]=1.C([O-])(O)=O.[Na+].[O-]S(S([O-])=O)=O.[Na+].[Na+], predict the reaction product. The product is: [Cl:1][C:2]1[CH:3]=[C:4]([C:9]2([C:27]([F:29])([F:28])[F:30])[O:13][N:12]=[C:11]([C:14]3[CH:19]=[CH:18][C:17]([C:20](=[O:25])[CH2:21][CH:22]([CH3:24])[CH3:23])=[C:16]([CH3:26])[CH:15]=3)[CH2:10]2)[CH:5]=[C:6]([Cl:8])[CH:7]=1. (4) The product is: [OH:11]/[CH:10]=[C:4]1/[C:5](=[O:8])[CH2:6][CH2:7][C:2]([CH3:9])([CH3:1])[CH2:3]/1. Given the reactants [CH3:1][C:2]1([CH3:9])[CH2:7][CH2:6][C:5](=[O:8])[CH2:4][CH2:3]1.[CH:10](OCC)=[O:11].CC(C)([O-])C.[K+], predict the reaction product.